This data is from Full USPTO retrosynthesis dataset with 1.9M reactions from patents (1976-2016). The task is: Predict the reactants needed to synthesize the given product. (1) Given the product [CH2:1]([N:3]([CH2:37][CH3:38])[CH2:4][CH2:5][CH2:6][NH:7][C:8]1[N:9]=[C:10]([C:27]2[CH:28]=[C:29]([CH:33]=[CH:34][C:35]=2[CH3:36])[C:30]([NH:74][CH2:73][C:72]([NH:71][CH3:70])=[O:75])=[O:32])[C:11]2[CH:17]=[CH:16][C:15](=[O:18])[N:14]([C:19]3[C:24]([F:25])=[CH:23][CH:22]=[CH:21][C:20]=3[F:26])[C:12]=2[N:13]=1)[CH3:2], predict the reactants needed to synthesize it. The reactants are: [CH2:1]([N:3]([CH2:37][CH3:38])[CH2:4][CH2:5][CH2:6][NH:7][C:8]1[N:9]=[C:10]([C:27]2[CH:28]=[C:29]([CH:33]=[CH:34][C:35]=2[CH3:36])[C:30]([OH:32])=O)[C:11]2[CH:17]=[CH:16][C:15](=[O:18])[N:14]([C:19]3[C:24]([F:25])=[CH:23][CH:22]=[CH:21][C:20]=3[F:26])[C:12]=2[N:13]=1)[CH3:2].CN(C(ON1N=NC2C=CC=CC1=2)=[N+](C)C)C.F[P-](F)(F)(F)(F)F.C(N(CC)CC)C.[CH3:70][NH:71][C:72](=[O:75])[CH2:73][NH2:74]. (2) Given the product [OH:37]/[N:36]=[C:9](/[C:4]1[CH:5]=[CH:6][C:7](=[O:8])[N:2]([CH3:1])[CH:3]=1)\[CH2:10][C@H:11]([C:19]1[CH:20]=[CH:21][C:22]([N:25]2[CH2:30][CH2:29][CH:28]([C:31]([O-:33])=[O:32])[CH2:27][CH2:26]2)=[CH:23][CH:24]=1)[C:12]1[CH:17]=[CH:16][CH:15]=[CH:14][C:13]=1[CH3:18].[Na+:42], predict the reactants needed to synthesize it. The reactants are: [CH3:1][N:2]1[C:7](=[O:8])[CH:6]=[CH:5][C:4]([C:9](=O)[CH2:10][C@H:11]([C:19]2[CH:24]=[CH:23][C:22]([N:25]3[CH2:30][CH2:29][CH:28]([C:31]([OH:33])=[O:32])[CH2:27][CH2:26]3)=[CH:21][CH:20]=2)[C:12]2[CH:17]=[CH:16][CH:15]=[CH:14][C:13]=2[CH3:18])=[CH:3]1.Cl.[NH2:36][OH:37].C(=O)([O-])O.[Na+:42]. (3) Given the product [OH:10][CH:9]1[CH2:8][CH2:7][CH2:6][O:5][C:4]1([CH3:3])[C:11]([O:13][CH2:14][C:15]1[CH:20]=[CH:19][CH:18]=[CH:17][CH:16]=1)=[O:12], predict the reactants needed to synthesize it. The reactants are: [BH4-].[Na+].[CH3:3][C:4]1([C:11]([O:13][CH2:14][C:15]2[CH:20]=[CH:19][CH:18]=[CH:17][CH:16]=2)=[O:12])[C:9](=[O:10])[CH2:8][CH2:7][CH2:6][O:5]1. (4) Given the product [CH3:34][CH:33]([CH3:35])[C:32]([NH:27][C:7]1[CH:6]=[CH:5][C:4]([C:8]2[CH:24]=[CH:23][C:11]([O:12][CH:13]([CH3:22])[CH2:14][NH:15][S:16]([CH:19]([CH3:21])[CH3:20])(=[O:18])=[O:17])=[CH:10][CH:9]=2)=[CH:3][CH:2]=1)=[O:36], predict the reactants needed to synthesize it. The reactants are: N[C:2]1[CH:3]=[C:4]([C:8]2[CH:24]=[CH:23][C:11]([O:12][CH:13]([CH3:22])[CH2:14][NH:15][S:16]([CH:19]([CH3:21])[CH3:20])(=[O:18])=[O:17])=[CH:10][CH:9]=2)[CH:5]=[CH:6][CH:7]=1.C([N:27](CC)CC)C.[C:32](Cl)(=[O:36])[CH:33]([CH3:35])[CH3:34]. (5) The reactants are: [CH:1]1([C:7]2[C:8]3[CH:9]=[CH:10][C:11]([C:33]([O:35][CH3:36])=[O:34])=[CH:12][C:13]=3[N:14]3[C:21]=2[C:20]2[CH:22]=[CH:23][CH:24]=[CH:25][C:19]=2[O:18][CH2:17][C:16]2([CH2:30]OC(C)(C)O[CH2:26]2)[CH2:15]3)[CH2:6][CH2:5][CH2:4][CH2:3][CH2:2]1.CCN(C(C)C)C(C)C.FC(F)(F)S(OS(C(F)(F)F)(=O)=O)(=O)=O.[NH2:61][CH2:62][CH2:63][N:64]1[CH2:69][CH2:68][N:67](C(OC(C)(C)C)=O)[CH2:66][CH2:65]1.[S:77](N)([NH2:80])(=[O:79])=[O:78]. Given the product [NH2:80][S:77]([N:67]1[CH2:68][CH2:69][N:64]([CH2:63][CH2:62][N:61]2[CH2:30][C:16]3([CH2:15][N:14]4[C:13]5[CH:12]=[C:11]([C:33]([O:35][CH3:36])=[O:34])[CH:10]=[CH:9][C:8]=5[C:7]([CH:1]5[CH2:6][CH2:5][CH2:4][CH2:3][CH2:2]5)=[C:21]4[C:20]4[CH:22]=[CH:23][CH:24]=[CH:25][C:19]=4[O:18][CH2:17]3)[CH2:26]2)[CH2:65][CH2:66]1)(=[O:79])=[O:78], predict the reactants needed to synthesize it. (6) Given the product [Cl:1][C:2]1[N:6]([CH3:7])[N:5]=[C:4]([CH:8]([F:9])[F:10])[C:3]=1[C:11]([OH:20])=[O:12], predict the reactants needed to synthesize it. The reactants are: [Cl:1][C:2]1[N:6]([CH3:7])[N:5]=[C:4]([CH:8]([F:10])[F:9])[C:3]=1[CH:11]=[O:12].C1(C)C=CC=CC=1.[OH-:20].[Na+].OO.